This data is from Reaction yield outcomes from USPTO patents with 853,638 reactions. The task is: Predict the reaction yield, written as a fraction of the theoretical maximum amount of product (1.0 means a 100% yield; for example, 0.34 means a 34% yield). The product is [I:1][C:2]1[CH:7]=[CH:6][N:5]=[C:4]([N:8]2[C:16]3[C:11](=[CH:12][CH:13]=[CH:14][CH:15]=3)[C:10]([C:17]([NH2:21])=[O:19])=[N:9]2)[CH:3]=1. The yield is 0.600. No catalyst specified. The reactants are [I:1][C:2]1[CH:7]=[CH:6][N:5]=[C:4]([N:8]2[C:16]3[C:11](=[CH:12][CH:13]=[CH:14][CH:15]=3)[C:10]([C:17]([OH:19])=O)=[N:9]2)[CH:3]=1.[Cl-].[NH4+:21].